This data is from Forward reaction prediction with 1.9M reactions from USPTO patents (1976-2016). The task is: Predict the product of the given reaction. (1) The product is: [CH2:1]([N:8]1[CH2:12][CH2:11][C:10]([NH:22][C:21](=[O:15])[CH3:20])([CH3:14])[CH2:9]1)[C:2]1[CH:7]=[CH:6][CH:5]=[CH:4][CH:3]=1. Given the reactants [CH2:1]([N:8]1[CH2:12][CH2:11][C:10]([CH3:14])(O)[CH2:9]1)[C:2]1[CH:7]=[CH:6][CH:5]=[CH:4][CH:3]=1.[OH:15]S(O)(=O)=O.[CH3:20][C:21]#[N:22], predict the reaction product. (2) Given the reactants [NH2:1][CH2:2][CH2:3][O:4][CH2:5][CH2:6][O:7][CH2:8][CH2:9][O:10][CH2:11][CH2:12][NH:13][S:14]([C:17]1[CH:39]=[CH:38][C:20]([O:21][C:22]2[C:27]([F:28])=[CH:26][C:25](/[CH:29]=[C:30](\[CH3:36])/[C:31]([O:33][CH2:34][CH3:35])=[O:32])=[CH:24][C:23]=2[F:37])=[CH:19][CH:18]=1)(=[O:16])=[O:15].[CH3:40][N:41]([CH:43]=[O:44])C, predict the reaction product. The product is: [O:44]=[C:43]([NH:41][CH2:40][CH2:3][O:4][CH2:5][CH2:6][O:7][CH2:8][CH2:9][O:10][CH2:11][CH2:12][NH:13][S:14]([C:17]1[CH:18]=[CH:19][C:20]([O:21][C:22]2[C:23]([F:37])=[CH:24][C:25]([CH:29]=[C:30]([C:31]([O:33][CH2:34][CH3:35])=[O:32])[CH3:36])=[CH:26][C:27]=2[F:28])=[CH:38][CH:39]=1)(=[O:16])=[O:15])[NH:1][CH2:2][CH2:3][O:4][CH2:5][CH2:6][O:7][CH2:8][CH2:9][O:10][CH2:11][CH2:12][NH:13][S:14]([C:17]1[CH:39]=[CH:38][C:20]([O:21][C:22]2[C:23]([F:37])=[CH:24][C:25]([CH:29]=[C:30]([C:31]([O:33][CH2:34][CH3:35])=[O:32])[CH3:36])=[CH:26][C:27]=2[F:28])=[CH:19][CH:18]=1)(=[O:16])=[O:15]. (3) Given the reactants [CH3:1][N:2]1[CH:7]=[C:6]([N+:8]([O-])=O)[CH:5]=[C:4]([CH3:11])[C:3]1=[O:12].C1COCC1, predict the reaction product. The product is: [NH2:8][C:6]1[CH:5]=[C:4]([CH3:11])[C:3](=[O:12])[N:2]([CH3:1])[CH:7]=1. (4) Given the reactants [CH3:1][N:2]([CH3:6])[CH2:3][CH2:4][OH:5].[Na].Cl[C:9]1[N:14]=[C:13]([NH2:15])[CH:12]=[CH:11][CH:10]=1, predict the reaction product. The product is: [CH3:1][N:2]([CH3:6])[CH2:3][CH2:4][O:5][C:9]1[N:14]=[C:13]([NH2:15])[CH:12]=[CH:11][CH:10]=1. (5) Given the reactants FC(F)(F)S(O[C:7]1[C:16]2[C:11](=[CH:12][CH:13]=[CH:14][CH:15]=2)[CH:10]=[CH:9][CH:8]=1)(=O)=O.[F-:19].[Cs+], predict the reaction product. The product is: [F:19][C:7]1[C:16]2[C:11](=[CH:12][CH:13]=[CH:14][CH:15]=2)[CH:10]=[CH:9][CH:8]=1.